The task is: Predict which catalyst facilitates the given reaction.. This data is from Catalyst prediction with 721,799 reactions and 888 catalyst types from USPTO. (1) Reactant: [CH:1]1[CH:5]=[C:4]([CH:6]([OH:14])[C:7]([C:9]2[O:13][CH:12]=[CH:11][CH:10]=2)=O)[O:3][CH:2]=1.[N:15]#[C:16][NH2:17].[O-]CC.[Na+].O. Product: [NH2:17][C:16]1[O:14][C:6]([C:4]2[O:3][CH:2]=[CH:1][CH:5]=2)=[C:7]([C:9]2[O:13][CH:12]=[CH:11][CH:10]=2)[N:15]=1. The catalyst class is: 8. (2) Reactant: [NH2:1][C:2]1[C:12]([Br:13])=[C:11]([CH:14]=O)[C:10]([C:16]([F:19])([F:18])[F:17])=[CH:9][C:3]=1[C:4]([O:6][CH2:7][CH3:8])=[O:5].[CH2:20]([N:22]([C@H:30]1[CH2:35][CH2:34][CH2:33][NH:32][CH2:31]1)[C:23](=[O:29])[O:24][C:25]([CH3:28])([CH3:27])[CH3:26])[CH3:21]. Product: [NH2:1][C:2]1[C:12]([Br:13])=[C:11]([CH2:14][N:32]2[CH2:33][CH2:34][CH2:35][C@H:30]([N:22]([CH2:20][CH3:21])[C:23]([O:24][C:25]([CH3:27])([CH3:26])[CH3:28])=[O:29])[CH2:31]2)[C:10]([C:16]([F:19])([F:18])[F:17])=[CH:9][C:3]=1[C:4]([O:6][CH2:7][CH3:8])=[O:5]. The catalyst class is: 22.